This data is from Reaction yield outcomes from USPTO patents with 853,638 reactions. The task is: Predict the reaction yield, written as a fraction of the theoretical maximum amount of product (1.0 means a 100% yield; for example, 0.34 means a 34% yield). (1) The reactants are CC1C=CC(S(OCC2CC3C=CC=C(/C=C/C4C=CC=CC=4)C=3O2)(=O)=O)=CC=1.[N-]=[N+]=[N-].[Na+].N(CC1CC2C=C(Cl)C=C(C3C=CSC=3)C=2O1)=[N+]=[N-].[C:53]1(/[CH:59]=[CH:60]/[C:61]2[C:69]3[O:68][CH:67]([CH2:70][N:71]=[N+]=[N-])[CH2:66][C:65]=3[CH:64]=[CH:63][CH:62]=2)[CH:58]=[CH:57][CH:56]=[CH:55][CH:54]=1.C1(P(C2C=CC=CC=2)C2C=CC=CC=2)C=CC=CC=1. No catalyst specified. The product is [C:53]1(/[CH:59]=[CH:60]/[C:61]2[C:69]3[O:68][CH:67]([CH2:70][NH2:71])[CH2:66][C:65]=3[CH:64]=[CH:63][CH:62]=2)[CH:58]=[CH:57][CH:56]=[CH:55][CH:54]=1. The yield is 0.340. (2) The reactants are [F:1][C:2]1[CH:16]=[CH:15][C:5]([O:6][C:7]2[N:12]=[CH:11][C:10]([CH:13]=O)=[CH:9][CH:8]=2)=[CH:4][CH:3]=1.[N+:17]([CH3:20])([O-:19])=[O:18].C([O-])(=O)C.[NH4+].[BH4-].[Na+]. The catalyst is O.C(O)(=O)C. The product is [F:1][C:2]1[CH:16]=[CH:15][C:5]([O:6][C:7]2[CH:8]=[CH:9][C:10]([CH2:13][CH2:20][N+:17]([O-:19])=[O:18])=[CH:11][N:12]=2)=[CH:4][CH:3]=1. The yield is 0.700. (3) The reactants are [CH3:1][C:2]1[C:6]([CH3:7])=[C:5]([NH:8][C:9](=[O:16])OCC(Cl)(Cl)Cl)[O:4][N:3]=1.Cl.Cl.[F:19][C:20]1[CH:25]=[CH:24][CH:23]=[C:22]([F:26])[C:21]=1[C:27]1[CH:32]=[CH:31][N:30]=[C:29]([N:33]2[CH2:38][CH2:37][NH:36][CH2:35][CH2:34]2)[N:28]=1. The catalyst is O1CCCC1.CCCCCC. The product is [CH3:1][C:2]1[C:6]([CH3:7])=[C:5]([NH:8][C:9]([N:36]2[CH2:37][CH2:38][N:33]([C:29]3[N:28]=[C:27]([C:21]4[C:20]([F:19])=[CH:25][CH:24]=[CH:23][C:22]=4[F:26])[CH:32]=[CH:31][N:30]=3)[CH2:34][CH2:35]2)=[O:16])[O:4][N:3]=1. The yield is 0.670. (4) The yield is 0.670. The reactants are [H-].[H-].[H-].[H-].[Li+].[Al+3].[CH3:7][NH:8][C:9]([C:11]1[C:19]2[C:14](=[CH:15][CH:16]=[CH:17][CH:18]=2)[N:13]([CH3:20])[CH:12]=1)=O. The product is [CH3:20][N:13]1[C:14]2[C:19](=[CH:18][CH:17]=[CH:16][CH:15]=2)[C:11]([CH2:9][NH:8][CH3:7])=[CH:12]1. The catalyst is C1COCC1.